From a dataset of Peptide-MHC class II binding affinity with 134,281 pairs from IEDB. Regression. Given a peptide amino acid sequence and an MHC pseudo amino acid sequence, predict their binding affinity value. This is MHC class II binding data. The peptide sequence is GLDFSEVSNVQRLMR. The binding affinity (normalized) is 0.357. The MHC is DRB1_1302 with pseudo-sequence DRB1_1302.